From a dataset of Catalyst prediction with 721,799 reactions and 888 catalyst types from USPTO. Predict which catalyst facilitates the given reaction. Reactant: [Cl:1][C:2]1[C:7]2[C:8]([CH:11]3[CH2:13][CH2:12]3)=[N:9][O:10][C:6]=2[CH:5]=[C:4]([NH:14]C(C2C=CC=CC=2)(C2C=CC=CC=2)C2C=CC=CC=2)[C:3]=1[C:34](=[O:36])[CH3:35].C(O)(C(F)(F)F)=O. Product: [NH2:14][C:4]1[C:3]([C:34](=[O:36])[CH3:35])=[C:2]([Cl:1])[C:7]2[C:8]([CH:11]3[CH2:13][CH2:12]3)=[N:9][O:10][C:6]=2[CH:5]=1. The catalyst class is: 2.